This data is from Forward reaction prediction with 1.9M reactions from USPTO patents (1976-2016). The task is: Predict the product of the given reaction. (1) Given the reactants [I-].[CH3:2][S+](C)(C)=O.[H-].[Na+].[Cl:9][C:10]1[CH:11]=[C:12]([C:19]([CH3:28])([CH3:27])[CH2:20][C:21](=[O:26])[C:22]([F:25])([F:24])[F:23])[C:13]2[O:17][CH2:16][CH2:15][C:14]=2[CH:18]=1, predict the reaction product. The product is: [Cl:9][C:10]1[CH:11]=[C:12]([C:19]([CH3:28])([CH3:27])[CH2:20][C:21]2([C:22]([F:23])([F:24])[F:25])[CH2:2][O:26]2)[C:13]2[O:17][CH2:16][CH2:15][C:14]=2[CH:18]=1. (2) The product is: [Cl:25][C:4]1[CH:5]=[C:6]([NH:8][C:9]2[N:13]=[C:12]([O:14][CH3:15])[NH:11][N:10]=2)[CH:7]=[C:2]([Cl:1])[N:3]=1. Given the reactants [Cl:1][C:2]1[CH:7]=[C:6]([NH:8][C:9]2[N:10](CC3C=CC(OC)=CC=3)[N:11]=[C:12]([O:14][CH3:15])[N:13]=2)[CH:5]=[C:4]([Cl:25])[N:3]=1.C(O)(C(F)(F)F)=O, predict the reaction product.